Dataset: NCI-60 drug combinations with 297,098 pairs across 59 cell lines. Task: Regression. Given two drug SMILES strings and cell line genomic features, predict the synergy score measuring deviation from expected non-interaction effect. Synergy scores: CSS=46.1, Synergy_ZIP=0.954, Synergy_Bliss=2.36, Synergy_Loewe=-8.37, Synergy_HSA=2.30. Drug 2: CC1=C(C=C(C=C1)C(=O)NC2=CC(=CC(=C2)C(F)(F)F)N3C=C(N=C3)C)NC4=NC=CC(=N4)C5=CN=CC=C5. Drug 1: CCC1=CC2CC(C3=C(CN(C2)C1)C4=CC=CC=C4N3)(C5=C(C=C6C(=C5)C78CCN9C7C(C=CC9)(C(C(C8N6C)(C(=O)OC)O)OC(=O)C)CC)OC)C(=O)OC.C(C(C(=O)O)O)(C(=O)O)O. Cell line: SK-OV-3.